From a dataset of Full USPTO retrosynthesis dataset with 1.9M reactions from patents (1976-2016). Predict the reactants needed to synthesize the given product. (1) Given the product [I:7][C:8]1[CH:13]=[C:22]([C:26](=[O:25])[C:2]([CH3:4])([CH3:3])[CH3:1])[CH:23]=[CH:24][CH:9]=1, predict the reactants needed to synthesize it. The reactants are: [CH3:1][C:2]([O-])([CH3:4])[CH3:3].[Na+].[I:7][C:8]1[CH:9]=C(C(=O)CC)C=C[CH:13]=1.CI.[Cl-].[Na+].[CH2:22]1[CH2:26][O:25][CH2:24][CH2:23]1. (2) Given the product [ClH:1].[Cl:1][C:2]1[CH:7]=[C:6]([C:8]2[O:9][C:10]([CH3:13])=[CH:11][CH:12]=2)[CH:5]=[CH:4][C:3]=1[S:14]([NH:17][C:18]1[CH:19]=[C:20]([NH:26][C:27](=[O:38])[C@H:28]([CH3:29])[NH2:30])[CH:21]=[CH:22][C:23]=1[O:24][CH3:25])(=[O:15])=[O:16], predict the reactants needed to synthesize it. The reactants are: [Cl:1][C:2]1[CH:7]=[C:6]([C:8]2[O:9][C:10]([CH3:13])=[CH:11][CH:12]=2)[CH:5]=[CH:4][C:3]=1[S:14]([NH:17][C:18]1[CH:19]=[C:20]([NH:26][C:27](=[O:38])[C@@H:28]([NH:30]C(=O)OC(C)(C)C)[CH3:29])[CH:21]=[CH:22][C:23]=1[O:24][CH3:25])(=[O:16])=[O:15].Cl.